Dataset: Retrosynthesis with 50K atom-mapped reactions and 10 reaction types from USPTO. Task: Predict the reactants needed to synthesize the given product. Given the product COC(=O)c1ccc(NS(=O)(=O)c2cnc(Cl)c(-c3cccc(OC)c3F)c2)cc1O, predict the reactants needed to synthesize it. The reactants are: COC(=O)c1ccc(NS(=O)(=O)c2cnc(Cl)c(Br)c2)cc1O.COc1cccc(B(O)O)c1F.